From a dataset of Catalyst prediction with 721,799 reactions and 888 catalyst types from USPTO. Predict which catalyst facilitates the given reaction. (1) Reactant: [CH3:1][O:2][C:3]1[CH:8]=[C:7]([O:9][CH3:10])[CH:6]=[CH:5][C:4]=1[N:11]1[CH2:16][CH2:15][N:14]([CH2:17][CH2:18][CH2:19][CH2:20][N:21]2C(=O)C3C(=CC=CC=3)C2=O)[CH2:13][CH2:12]1.O.NN. Product: [CH3:1][O:2][C:3]1[CH:8]=[C:7]([O:9][CH3:10])[CH:6]=[CH:5][C:4]=1[N:11]1[CH2:12][CH2:13][N:14]([CH2:17][CH2:18][CH2:19][CH2:20][NH2:21])[CH2:15][CH2:16]1. The catalyst class is: 8. (2) Reactant: CC1C=CC(S([O-])=O)=CC=1.[Na+].[CH2:12]([O:14][C:15](=[O:48])[C:16]1[CH:21]=[C:20]([C:22]#[N:23])[C:19]([N:24]2[CH2:29][CH2:28][CH:27]([C:30](=[O:45])[N:31](CC=C)[S:32]([CH2:35][C:36]3[CH:41]=[CH:40][CH:39]=[CH:38][CH:37]=3)(=[O:34])=[O:33])[CH2:26][CH2:25]2)=[N:18][C:17]=1[O:46][CH3:47])[CH3:13]. Product: [CH2:12]([O:14][C:15](=[O:48])[C:16]1[CH:21]=[C:20]([C:22]#[N:23])[C:19]([N:24]2[CH2:29][CH2:28][CH:27]([C:30](=[O:45])[NH:31][S:32]([CH2:35][C:36]3[CH:37]=[CH:38][CH:39]=[CH:40][CH:41]=3)(=[O:34])=[O:33])[CH2:26][CH2:25]2)=[N:18][C:17]=1[O:46][CH3:47])[CH3:13]. The catalyst class is: 73. (3) Reactant: [NH:1]1[C:5]([C:6]2[CH:7]=[C:8]([C:13]3[CH:18]=[CH:17][C:16]([C:19]([F:22])([F:21])[F:20])=[CH:15][CH:14]=3)[CH:9]=[CH:10][C:11]=2[NH2:12])=[N:4][N:3]=[N:2]1.[F:23][C:24]([F:39])([F:38])[C:25]1[CH:26]=[C:27]([CH:31]=[C:32]([C:34]([F:37])([F:36])[F:35])[CH:33]=1)[C:28](Cl)=[O:29]. Product: [NH:4]1[C:5]([C:6]2[CH:7]=[C:8]([C:13]3[CH:14]=[CH:15][C:16]([C:19]([F:20])([F:21])[F:22])=[CH:17][CH:18]=3)[CH:9]=[CH:10][C:11]=2[NH:12][C:28](=[O:29])[C:27]2[CH:31]=[C:32]([C:34]([F:35])([F:36])[F:37])[CH:33]=[C:25]([C:24]([F:23])([F:38])[F:39])[CH:26]=2)=[N:1][N:2]=[N:3]1. The catalyst class is: 17.